From a dataset of Full USPTO retrosynthesis dataset with 1.9M reactions from patents (1976-2016). Predict the reactants needed to synthesize the given product. (1) Given the product [CH3:1][N:2]([C:4]([O:6][C:7]([CH3:10])([CH3:9])[CH3:8])=[O:5])[NH:3][C:19]([O:18][CH2:11][C:12]1[CH:17]=[CH:16][CH:15]=[CH:14][CH:13]=1)=[O:20], predict the reactants needed to synthesize it. The reactants are: [CH3:1][N:2]([C:4]([O:6][C:7]([CH3:10])([CH3:9])[CH3:8])=[O:5])[NH2:3].[CH2:11]([O:18][C:19](Cl)=[O:20])[C:12]1[CH:17]=[CH:16][CH:15]=[CH:14][CH:13]=1. (2) The reactants are: [CH:1]1[C:10]2[C:5](=[CH:6][CH:7]=[CH:8][CH:9]=2)[CH:4]=[CH:3][C:2]=1[S:11]([N:14]([CH2:32][CH2:33][N:34]1[CH2:38][CH2:37][CH2:36][C:35]1=[O:39])[CH:15]1[CH:20]2[CH:16]1[CH2:17][N:18]([C:21]1[N:26]=[CH:25][C:24]([C:27]([O:29]CC)=[O:28])=[CH:23][N:22]=1)[CH2:19]2)(=[O:13])=[O:12].[O-]CC.[Na+].Cl.NO.O. Given the product [CH:1]1[C:10]2[C:5](=[CH:6][CH:7]=[CH:8][CH:9]=2)[CH:4]=[CH:3][C:2]=1[S:11]([N:14]([CH2:32][CH2:33][N:34]1[CH2:38][CH2:37][CH2:36][C:35]1=[O:39])[CH:15]1[CH:20]2[CH:16]1[CH2:17][N:18]([C:21]1[N:26]=[CH:25][C:24]([C:27]([OH:29])=[O:28])=[CH:23][N:22]=1)[CH2:19]2)(=[O:12])=[O:13], predict the reactants needed to synthesize it. (3) Given the product [NH2:55][C@@H:39]([C:40]1[CH:41]=[C:42]([C:2]2[CH:10]=[C:9]3[C:5]([CH:6]=[N:7][N:8]3[S:11]([C:14]3[CH:15]=[CH:16][C:17]([CH3:18])=[CH:19][CH:20]=3)(=[O:12])=[O:13])=[C:4]([CH2:21][O:22][C:23]3[CH:28]=[CH:27][CH:26]=[CH:25][C:24]=3[CH2:29][C:30]([OH:32])=[O:31])[CH:3]=2)[CH:43]=[CH:44][CH:45]=1)[CH2:38][OH:37], predict the reactants needed to synthesize it. The reactants are: Br[C:2]1[CH:10]=[C:9]2[C:5]([CH:6]=[N:7][N:8]2[S:11]([C:14]2[CH:20]=[CH:19][C:17]([CH3:18])=[CH:16][CH:15]=2)(=[O:13])=[O:12])=[C:4]([CH2:21][O:22][C:23]2[CH:28]=[CH:27][CH:26]=[CH:25][C:24]=2[CH2:29][C:30]([O:32]C(C)(C)C)=[O:31])[CH:3]=1.[OH:37][CH2:38][C@@H:39]([NH:55]C(=O)OC(C)(C)C)[C:40]1[CH:45]=[CH:44][CH:43]=[C:42](B2OC(C)(C)C(C)(C)O2)[CH:41]=1. (4) Given the product [N+:12]([C:5]1[CH:4]=[CH:3][C:2]([NH:15][CH:16]2[CH2:21][CH2:20][CH:19]([OH:22])[CH2:18][CH2:17]2)=[CH:7][C:6]=1[C:8]([F:11])([F:10])[F:9])([O-:14])=[O:13], predict the reactants needed to synthesize it. The reactants are: F[C:2]1[CH:3]=[CH:4][C:5]([N+:12]([O-:14])=[O:13])=[C:6]([C:8]([F:11])([F:10])[F:9])[CH:7]=1.[NH2:15][C@H:16]1[CH2:21][CH2:20][C@H:19]([OH:22])[CH2:18][CH2:17]1. (5) Given the product [CH2:1]([C:9]1[C:17]([O:18][CH3:19])=[CH:16][CH:15]=[CH:14][C:10]=1[C:11]([OH:13])=[O:12])[C:2]1[CH:3]=[CH:4][CH:5]=[CH:6][CH:7]=1, predict the reactants needed to synthesize it. The reactants are: [C:1]([C:9]1[C:17]([O:18][CH3:19])=[CH:16][CH:15]=[CH:14][C:10]=1[C:11]([OH:13])=[O:12])(=O)[C:2]1[CH:7]=[CH:6][CH:5]=[CH:4][CH:3]=1.[H][H]. (6) Given the product [NH2:6][C:7]([NH:9][C:10]1[NH:11][C:12]([C:18]2[CH:23]=[CH:22][CH:21]=[CH:20][C:19]=2[O:24][CH2:25][CH2:26][CH2:27][N:1]2[CH2:5][CH2:4][CH2:3][CH2:2]2)=[CH:13][C:14]=1[C:15]([NH2:17])=[O:16])=[O:8], predict the reactants needed to synthesize it. The reactants are: [NH:1]1[CH2:5][CH2:4][CH2:3][CH2:2]1.[NH2:6][C:7]([NH:9][C:10]1[NH:11][C:12]([C:18]2[CH:23]=[CH:22][CH:21]=[CH:20][C:19]=2[O:24][CH2:25][CH2:26][CH2:27]Cl)=[CH:13][C:14]=1[C:15]([NH2:17])=[O:16])=[O:8]. (7) The reactants are: [C:1]([C:3]1[C:7]2[CH:8]=[C:9]([O:12][CH3:13])[CH:10]=[CH:11][C:6]=2[O:5][C:4]=1[CH:14]([NH:21][C:22]1[CH:30]=[CH:29][C:25]([C:26](O)=[O:27])=[CH:24][CH:23]=1)[CH:15]1[CH2:20][CH2:19][CH2:18][CH2:17][CH2:16]1)#[N:2].Cl.[CH2:32]([O:34][C:35](=[O:39])[CH2:36][CH2:37][NH2:38])[CH3:33].O.ON1C2C=CC=CC=2N=N1.Cl.C(N=C=NCCCN(C)C)C.Cl. Given the product [C:1]([C:3]1[C:7]2[CH:8]=[C:9]([O:12][CH3:13])[CH:10]=[CH:11][C:6]=2[O:5][C:4]=1[CH:14]([NH:21][C:22]1[CH:30]=[CH:29][C:25]([C:26]([NH:38][CH2:37][CH2:36][C:35]([O:34][CH2:32][CH3:33])=[O:39])=[O:27])=[CH:24][CH:23]=1)[CH:15]1[CH2:16][CH2:17][CH2:18][CH2:19][CH2:20]1)#[N:2], predict the reactants needed to synthesize it.